This data is from Forward reaction prediction with 1.9M reactions from USPTO patents (1976-2016). The task is: Predict the product of the given reaction. (1) The product is: [NH2:12][C:11]1[N:9]([C:5]2[CH:6]=[CH:7][CH:8]=[C:3]([Br:2])[CH:4]=2)[N:10]=[C:14]([C:15]([O:17][CH2:18][CH3:19])=[O:16])[CH:13]=1. Given the reactants Cl.[Br:2][C:3]1[CH:4]=[C:5]([NH:9][NH2:10])[CH:6]=[CH:7][CH:8]=1.[C:11]([CH:13]=[C:14](O[K])[C:15]([O:17][CH2:18][CH3:19])=[O:16])#[N:12], predict the reaction product. (2) Given the reactants Cl[C:2]1[N:10]=[C:9]2[C:5]([N:6]=[C:7]([CH2:12][N:13]3[CH2:18][CH2:17][O:16][C:15]([CH3:20])([CH3:19])[CH2:14]3)[N:8]2[CH3:11])=[C:4]([N:21]2[CH2:26][CH2:25][O:24][CH2:23][CH2:22]2)[N:3]=1.[C:27]1([NH2:34])[C:28]([NH2:33])=[CH:29][CH:30]=[CH:31][CH:32]=1.[C:35](O)(=O)[CH3:36], predict the reaction product. The product is: [CH3:19][C:15]1([CH3:20])[O:16][CH2:17][CH2:18][N:13]([CH2:12][C:7]2[N:8]([CH3:11])[C:9]3[C:5]([N:6]=2)=[C:4]([N:21]2[CH2:26][CH2:25][O:24][CH2:23][CH2:22]2)[N:3]=[C:2]([N:33]2[C:28]4[CH:29]=[CH:30][CH:31]=[CH:32][C:27]=4[N:34]=[C:35]2[CH3:36])[N:10]=3)[CH2:14]1. (3) Given the reactants [F:1][CH:2]([F:26])[C:3]1[CH:8]=[CH:7][N:6]=[C:5]([NH:9][C:10]2[CH:15]=[C:14](B3OC(C)(C)C(C)(C)O3)[CH:13]=[C:12]([CH3:25])[CH:11]=2)[N:4]=1.Br[C:28]1[CH:29]=[N:30][N:31]([CH:33]([C:35]([CH3:37])=[CH2:36])[CH3:34])[CH:32]=1.C(=O)([O-])[O-].[Na+].[Na+], predict the reaction product. The product is: [F:26][CH:2]([F:1])[C:3]1[CH:8]=[CH:7][N:6]=[C:5]([NH:9][C:10]2[CH:15]=[C:14]([C:28]3[CH:29]=[N:30][N:31]([CH:33]([C:35]([CH3:37])=[CH2:36])[CH3:34])[CH:32]=3)[CH:13]=[C:12]([CH3:25])[CH:11]=2)[N:4]=1.